Dataset: Forward reaction prediction with 1.9M reactions from USPTO patents (1976-2016). Task: Predict the product of the given reaction. (1) Given the reactants Cl[C:2]1[N:7]=[C:6]([N:8]2[CH2:13][CH2:12][O:11][CH2:10][C@H:9]2[CH3:14])[CH:5]=[C:4]([C:15]2([S:18]([CH:21]([CH3:23])[CH3:22])(=[O:20])=[O:19])[CH2:17][CH2:16]2)[N:3]=1.C(=O)([O-])[O-].[Na+].[Na+].[NH:30]1[C:38]2[C:33](=[C:34](B(O)O)[CH:35]=[CH:36][CH:37]=2)[CH:32]=[CH:31]1, predict the reaction product. The product is: [CH3:22][CH:21]([S:18]([C:15]1([C:4]2[CH:5]=[C:6]([N:8]3[CH2:13][CH2:12][O:11][CH2:10][C@H:9]3[CH3:14])[N:7]=[C:2]([C:34]3[CH:35]=[CH:36][CH:37]=[C:38]4[C:33]=3[CH:32]=[CH:31][NH:30]4)[N:3]=2)[CH2:17][CH2:16]1)(=[O:20])=[O:19])[CH3:23]. (2) The product is: [NH:15]1[CH:16]=[C:12]([C:8]([C:4]2[CH:3]=[C:2]([NH:1][S:31]([CH2:29][CH3:30])(=[O:33])=[O:32])[CH:7]=[CH:6][CH:5]=2)=[C:9]([CH3:10])[CH3:11])[N:13]=[CH:14]1. Given the reactants [NH2:1][C:2]1[CH:3]=[C:4]([C:8]([C:12]2[N:13]=[CH:14][N:15](S(N(C)C)(=O)=O)[CH:16]=2)=[C:9]([CH3:11])[CH3:10])[CH:5]=[CH:6][CH:7]=1.N1C=CC=CC=1.[CH2:29]([S:31](Cl)(=[O:33])=[O:32])[CH3:30], predict the reaction product. (3) Given the reactants [CH3:1][C:2]1[CH:7]=[CH:6][C:5]([O:8][CH2:9]/[CH:10]=[CH:11]/[C:12]2[CH:17]=[CH:16][C:15]([CH2:18]Cl)=[C:14]([CH3:20])[CH:13]=2)=[CH:4][CH:3]=1.[OH:21][C:22]1[CH:23]=[CH:24][C:25]([O:28][C:29]2[C:34]([CH3:35])=[CH:33][C:32](/[CH:36]=[CH:37]/[C:38]([N:40]3[CH2:45][CH2:44][NH:43][CH2:42][CH2:41]3)=[O:39])=[CH:31][C:30]=2[CH3:46])=[N:26][CH:27]=1, predict the reaction product. The product is: [OH:21][C:22]1[CH:23]=[CH:24][C:25]([O:28][C:29]2[C:34]([CH3:35])=[CH:33][C:32](/[CH:36]=[CH:37]/[C:38]([N:40]3[CH2:45][CH2:44][N:43]([CH2:18][C:15]4[CH:16]=[CH:17][C:12](/[CH:11]=[CH:10]/[CH2:9][O:8][C:5]5[CH:6]=[CH:7][C:2]([CH3:1])=[CH:3][CH:4]=5)=[CH:13][C:14]=4[CH3:20])[CH2:42][CH2:41]3)=[O:39])=[CH:31][C:30]=2[CH3:46])=[N:26][CH:27]=1. (4) Given the reactants [C:1]([O:5][C:6]([N:8]([CH3:10])[NH2:9])=[O:7])([CH3:4])([CH3:3])[CH3:2].[F:11][C:12]1[CH:13]=[CH:14][C:15]([C:21]([F:24])([F:23])[F:22])=[C:16](B(O)O)[CH:17]=1.C(N(CC)CC)C, predict the reaction product. The product is: [C:1]([O:5][C:6]([N:8]([CH3:10])[NH:9][C:16]1[CH:17]=[C:12]([F:11])[CH:13]=[CH:14][C:15]=1[C:21]([F:22])([F:23])[F:24])=[O:7])([CH3:4])([CH3:3])[CH3:2]. (5) Given the reactants Br[C:2]1[C:3]([C:24]2[CH:29]=[CH:28][C:27]([Cl:30])=[CH:26][CH:25]=2)=[CH:4][C:5]2[N:6]([C:9](=[O:23])[N:10]([CH2:12][C:13]3[CH:14]=[N:15][C:16]([C:19]([F:22])([F:21])[F:20])=[CH:17][CH:18]=3)[N:11]=2)[C:7]=1[CH3:8].CC1(C)C(C)(C)OB([C:39]2[CH:44]=[CH:43][N:42]=[CH:41][CH:40]=2)O1.CC1C(CN2C(=O)N3C=CC(C4C=CC(C#N)=CC=4)=C(C4C=CC=CC=4)C3=N2)=CC=C(C(F)(F)F)N=1, predict the reaction product. The product is: [Cl:30][C:27]1[CH:26]=[CH:25][C:24]([C:3]2[C:2]([C:39]3[CH:44]=[CH:43][N:42]=[CH:41][CH:40]=3)=[C:7]([CH3:8])[N:6]3[C:9](=[O:23])[N:10]([CH2:12][C:13]4[CH:14]=[N:15][C:16]([C:19]([F:22])([F:20])[F:21])=[CH:17][CH:18]=4)[N:11]=[C:5]3[CH:4]=2)=[CH:29][CH:28]=1. (6) Given the reactants [H-].[Na+].[C:3]([O:9][CH3:10])(=[O:8])[CH2:4][C:5]([CH3:7])=[O:6].[F:11][C:12]([F:26])([F:25])[C:13]1[CH:24]=C[C:16]2[NH:17][C:18](=O)OC(=O)[C:15]=2[CH:14]=1.O.[CH3:28]C(N(C)C)=O, predict the reaction product. The product is: [CH3:28][C:18]1[NH:17][C:16]2[C:7]([C:5](=[O:6])[C:4]=1[C:3]([O:9][CH3:10])=[O:8])=[CH:24][C:13]([C:12]([F:26])([F:25])[F:11])=[CH:14][CH:15]=2. (7) Given the reactants [Cl:1][C:2]1[CH:27]=[CH:26][C:5]([O:6][CH2:7][C:8]([N:10]2[CH2:15][C@H:14]([CH3:16])[N:13]([CH2:17][C:18]3[CH:23]=[CH:22][C:21]([F:24])=[CH:20][CH:19]=3)[CH2:12][C@H:11]2[CH3:25])=[O:9])=[C:4]([N+:28]([O-])=O)[CH:3]=1.[H][H], predict the reaction product. The product is: [NH2:28][C:4]1[CH:3]=[C:2]([Cl:1])[CH:27]=[CH:26][C:5]=1[O:6][CH2:7][C:8]([N:10]1[CH2:15][C@H:14]([CH3:16])[N:13]([CH2:17][C:18]2[CH:19]=[CH:20][C:21]([F:24])=[CH:22][CH:23]=2)[CH2:12][C@H:11]1[CH3:25])=[O:9]. (8) Given the reactants [CH3:1][C@H:2]1[CH2:7][CH2:6][CH2:5][NH:4][CH2:3]1.C([O-])(=O)[C@H:9]([C:11]1C=CC=C[CH:12]=1)[OH:10].BrCCCO.C(=O)([O-])[O-].[K+].[K+].C(O)(=O)[C@H](C1C=CC=CC=1)O.C[C@H]1CCCNC1, predict the reaction product. The product is: [CH3:1][C@H:2]1[CH2:7][CH2:6][CH2:5][N:4]([CH2:12][CH2:11][CH2:9][OH:10])[CH2:3]1. (9) Given the reactants [Cl:1][C:2]1[C:10]([NH:11][S:12]([CH2:15][CH2:16][CH3:17])(=[O:14])=[O:13])=[CH:9][CH:8]=[C:7]([Cl:18])[C:3]=1C(O)=O.C([N:21](CC)CC)C.C1C=CC(OP(OC2C=CC=CC=2)(N=[N+]=[N-])=O)=CC=1.O, predict the reaction product. The product is: [NH2:21][C:3]1[C:2]([Cl:1])=[C:10]([NH:11][S:12]([CH2:15][CH2:16][CH3:17])(=[O:14])=[O:13])[CH:9]=[CH:8][C:7]=1[Cl:18].